This data is from Catalyst prediction with 721,799 reactions and 888 catalyst types from USPTO. The task is: Predict which catalyst facilitates the given reaction. (1) Reactant: [OH:1][C@H:2]([C@@H:19](O)[C:20]1[CH:25]=[CH:24][CH:23]=[CH:22][CH:21]=1)[C:3]([C:5]1[CH:17]=[CH:16][C:8]2[N:9]([CH:13]3[CH2:15][CH2:14]3)[C:10]([CH3:12])=[N:11][C:7]=2[C:6]=1[OH:18])=[O:4].[C:27](OC)(OC)([O:29]C)[CH3:28].C1(C)C=CC(S([O-])(=O)=O)=CC=1.[NH+]1C=CC=CC=1.C(O)=O. Product: [C:27]([O:1][C@H:2]1[C:3](=[O:4])[C:5]2[CH:17]=[CH:16][C:8]3[N:9]([CH:13]4[CH2:14][CH2:15]4)[C:10]([CH3:12])=[N:11][C:7]=3[C:6]=2[O:18][C@@H:19]1[C:20]1[CH:25]=[CH:24][CH:23]=[CH:22][CH:21]=1)(=[O:29])[CH3:28]. The catalyst class is: 4. (2) Reactant: [CH2:1]([S:3][C:4]1[CH:12]=[CH:11][CH:10]=[CH:9][C:5]=1[C:6](O)=[O:7])[CH3:2].C(Cl)(=O)C([Cl:16])=O. Product: [CH2:1]([S:3][C:4]1[CH:12]=[CH:11][CH:10]=[CH:9][C:5]=1[C:6]([Cl:16])=[O:7])[CH3:2]. The catalyst class is: 479. (3) Reactant: C([O:8][CH2:9][CH2:10][O:11][C:12]1[CH:17]=[CH:16][C:15]([NH:18][C:19](=[O:47])[CH2:20][C:21]2[CH:26]=[CH:25][C:24]([C:27]3[CH:28]=[N:29][C:30]([O:36]CC4C=CC(OC)=CC=4)=[C:31]([O:33][CH2:34][CH3:35])[CH:32]=3)=[CH:23][C:22]=2[F:46])=[CH:14][C:13]=1[C:48]([F:51])([F:50])[F:49])C1C=CC=CC=1. Product: [CH2:34]([O:33][C:31]1[C:30](=[O:36])[NH:29][CH:28]=[C:27]([C:24]2[CH:25]=[CH:26][C:21]([CH2:20][C:19]([NH:18][C:15]3[CH:16]=[CH:17][C:12]([O:11][CH2:10][CH2:9][OH:8])=[C:13]([C:48]([F:50])([F:51])[F:49])[CH:14]=3)=[O:47])=[C:22]([F:46])[CH:23]=2)[CH:32]=1)[CH3:35]. The catalyst class is: 19. (4) Reactant: [Br:1][C:2]1[CH:3]=[C:4]([CH:7]=[CH:8][C:9]=1[O:10][Si:11]([C:14]([CH3:17])([CH3:16])[CH3:15])([CH3:13])[CH3:12])[CH:5]=[O:6]. Product: [Br:1][C:2]1[CH:3]=[C:4]([CH2:5][OH:6])[CH:7]=[CH:8][C:9]=1[O:10][Si:11]([C:14]([CH3:15])([CH3:16])[CH3:17])([CH3:13])[CH3:12]. The catalyst class is: 5.